Dataset: Experimentally validated miRNA-target interactions with 360,000+ pairs, plus equal number of negative samples. Task: Binary Classification. Given a miRNA mature sequence and a target amino acid sequence, predict their likelihood of interaction. (1) The miRNA is rno-miR-7a-5p with sequence UGGAAGACUAGUGAUUUUGUUGU. The protein sequence of the target gene is MAERAALEELVKLQGERVRGLKQQKASAELIEEEVAKLLKLKAQLGPDESKQKFVLKTPKGTRDYSPRQMAVREKVFDVIIRCFKRHGAEVIDTPVFELKETLMGKYGEDSKLIYDLKDQGGELLSLRYDLTVPFARYLAMNKLTNIKRYHIAKVYRRDNPAMTRGRYREFYQCDFDIAGNFDPMIPDAECLKIMCEILSSLQIGDFLVKVNDRRILDGMFAICGVSDSKFRTICSSVDKLDKVSWEEVKNEMVGEKGLAPEVADRIGDYVQQHGGVSLVEQLLQDPKLSQNKQALEGLG.... Result: 0 (no interaction). (2) The miRNA is hsa-miR-370-3p with sequence GCCUGCUGGGGUGGAACCUGGU. The protein sequence of the target gene is MAGYLKLVCVSFQRQGFHTVGSRCKNRTGAEHLWLTRHLRDPFVKAAKVESYRCRSAFKLLEVNERHQILRPGLRVLDCGAAPGAWSQVAVQKVNAAGTDPSSPVGFVLGVDLLHIFPLEGATFLCPADVTDPRTSQRILEVLPGRRADVILSDMAPNATGFRDLDHDRLISLCLTLLSVTPDILQPGGTFLCKTWAGSQSRRLQRRLTEEFQNVRIIKPEASRKESSEVYFLATQYHGRKGTVKQ. Result: 1 (interaction). (3) The miRNA is hsa-miR-6891-3p with sequence CCCUCAUCUUCCCCUCCUUUC. The protein sequence of the target gene is MFLQYYLNEQGDRVYTLKKFDPMGQQTCSAHPARFSPDDKYSRHRITIKKRFKVLMTQQPRPVL. Result: 0 (no interaction). (4) The miRNA is hsa-miR-4639-5p with sequence UUGCUAAGUAGGCUGAGAUUGA. The protein sequence of the target gene is MSSCSRVALVTGANKGIGFAITRDLCRKFSGDVVLTARDEARGRAAVQQLQAEGLSPRFHQLDIDDPQSIRALRDFLRKEYGGLNVLVNNAGIAFRMDDPTPFDIQAEVTLKTNFFATRNVCTELLPIMKPHGRVVNISSLQGLKALENCREDLQEKFRCDTLTEVDLVDLMKKFVEDTKNEVHEREGWPDSAYGVSKLGVTVLTRILARQLDEKRKADRILLNACCPGWVKTDMARDQGSRTVEEGAETPVYLALLPPDATEPHGQLVRDKVVQTW. Result: 0 (no interaction). (5) The miRNA is hsa-miR-4781-5p with sequence UAGCGGGGAUUCCAAUAUUGG. The protein sequence of the target gene is MRLIQNMCTIAEYPAPGNAAASDCCVGAAGRRLVKIAVVGASGVGKTALVVRFLTKRFIGDYERNAGNLYTRQVQIEGETLALQVQDTPGIQVHENSLSCSEQLNRCIRWADAVVIVFSITDYKSYELISQLHQHVQQLHLGTRLPVVVVANKADLLHIKQVDPQLGLQLASMLGCSFYEVSVSENYNDVYSAFHVLCKEVSHKQQPSSTPEKRRTSLIPRPKSPNMQDLKRRFKQALSAKVRTVTSV. Result: 0 (no interaction).